The task is: Predict which catalyst facilitates the given reaction.. This data is from Catalyst prediction with 721,799 reactions and 888 catalyst types from USPTO. (1) Reactant: [CH3:1][N:2]1[C:13]2[C:5](=[CH:6][CH:7]=[C:8]3[C:12]=2[CH:11]=[N:10][NH:9]3)[CH:4]=[C:3]1[C:14]([OH:16])=O.C[N:18](C(ON1N=NC2C=CC=CC1=2)=[N+](C)C)C.[B-](F)(F)(F)F.[OH-].[NH4+].O. Product: [CH3:1][N:2]1[C:13]2[C:5](=[CH:6][CH:7]=[C:8]3[C:12]=2[CH:11]=[N:10][NH:9]3)[CH:4]=[C:3]1[C:14]([NH2:18])=[O:16]. The catalyst class is: 556. (2) Reactant: [NH:1]1[C:9]2[C:4](=[CH:5][C:6]([O:10][C:11]3[CH:20]=[CH:19][CH:18]=[CH:17][C:12]=3[C:13](OC)=[O:14])=[CH:7][CH:8]=2)[CH:3]=[N:2]1.[H-].[Al+3].[Li+].[H-].[H-].[H-].O.[OH-].[Na+]. Product: [NH:1]1[C:9]2[C:4](=[CH:5][C:6]([O:10][C:11]3[CH:20]=[CH:19][CH:18]=[CH:17][C:12]=3[CH2:13][OH:14])=[CH:7][CH:8]=2)[CH:3]=[N:2]1. The catalyst class is: 7. (3) Reactant: [CH2:1]([O:8][N:9]1[C:15](=[O:16])[N:14]2[CH2:17][C@H:10]1[CH2:11][CH2:12][C@H:13]2[C:18]([OH:20])=O)[C:2]1[CH:7]=[CH:6][CH:5]=[CH:4][CH:3]=1.[CH3:21][N:22]([CH3:28])[CH2:23][C:24]([NH:26][NH2:27])=[O:25].ON1C2C=CC=CC=2N=N1.Cl.C(N=C=NCCCN(C)C)C. Product: [CH2:1]([O:8][N:9]1[C:15](=[O:16])[N:14]2[CH2:17][C@@H:10]1[CH2:11][CH2:12][C@@H:13]2[C:18]([NH:27][NH:26][C:24](=[O:25])[CH2:23][N:22]([CH3:28])[CH3:21])=[O:20])[C:2]1[CH:3]=[CH:4][CH:5]=[CH:6][CH:7]=1. The catalyst class is: 172. (4) The catalyst class is: 8. Reactant: Br[CH2:2][C:3]([C:5]1[CH:6]=[CH:7][C:8]2[O:13][CH2:12][CH2:11][CH2:10][C:9]=2[CH:14]=1)=O.BrCC(C1C2OCCCC=2C=CC=1)=O.[NH2:29][C:30]1[CH:35]=[CH:34][CH:33]=[CH:32][N:31]=1. Product: [O:13]1[C:8]2[CH:7]=[CH:6][C:5]([C:3]3[N:29]=[C:30]4[CH:35]=[CH:34][CH:33]=[CH:32][N:31]4[CH:2]=3)=[CH:14][C:9]=2[CH2:10][CH2:11][CH2:12]1. (5) Reactant: [CH2:1]=[CH:2][CH2:3][NH2:4].[CH2:5]1[O:7][CH:6]1[CH2:8][Cl:9].Cl.[OH-:11].[Na+].[C:13](=[O:15])=[O:14]. Product: [CH2:1]=[CH:2][CH2:3][NH3+:4].[CH2:5]1[O:7][CH:6]1[CH2:8][Cl:9].[C:13]([O-:15])([OH:14])=[O:11].[C:13](=[O:7])([OH:15])[O-:14]. The catalyst class is: 6.